This data is from HIV replication inhibition screening data with 41,000+ compounds from the AIDS Antiviral Screen. The task is: Binary Classification. Given a drug SMILES string, predict its activity (active/inactive) in a high-throughput screening assay against a specified biological target. (1) The compound is Cn1c(CNc2ccc(-c3n[nH]c(=S)n3C)cc2)n[nH]c1=S. The result is 0 (inactive). (2) The drug is O=C(O)CC1Sc2ccccc2NC1=O. The result is 0 (inactive). (3) The molecule is CCCCCCCCCOC(=S)NCCCCC. The result is 0 (inactive). (4) The compound is Nc1c(-c2cccc3ccccc23)c2ccc([N+](=O)[O-])cc2c(=O)n1-c1nc2ccccc2s1. The result is 0 (inactive).